The task is: Predict the reaction yield, written as a fraction of the theoretical maximum amount of product (1.0 means a 100% yield; for example, 0.34 means a 34% yield).. This data is from Reaction yield outcomes from USPTO patents with 853,638 reactions. (1) The reactants are Br[C:2]1[CH:3]=[C:4]([S:10][C:11]2[CH:16]=[CH:15][CH:14]=[C:13]([O:17][CH3:18])[CH:12]=2)[C:5]([C:8]#[N:9])=[N:6][CH:7]=1.[Br:19][C:20]1[CH:21]=[C:22]([OH:26])[CH:23]=[CH:24][CH:25]=1.CN(C=O)C.[H-].[Na+]. The catalyst is O. The product is [Br:19][C:20]1[CH:21]=[C:22]([CH:23]=[CH:24][CH:25]=1)[O:26][C:2]1[CH:3]=[C:4]([S:10][C:11]2[CH:16]=[CH:15][CH:14]=[C:13]([O:17][CH3:18])[CH:12]=2)[C:5]([C:8]#[N:9])=[N:6][CH:7]=1. The yield is 0.817. (2) The reactants are [Cl:1][C:2]1[CH:7]=[CH:6][C:5]([CH:8]2[CH:17]([C:18]3[N:19]([CH3:23])[CH:20]=[CH:21][N:22]=3)[C:16](=O)[C:15]3[C:14]([C:25]([O:27]CC)=O)=[CH:13][CH:12]=[CH:11][C:10]=3[NH:9]2)=[CH:4][CH:3]=1.O.[NH2:31][NH2:32]. The catalyst is CO. The product is [Cl:1][C:2]1[CH:3]=[CH:4][C:5]([CH:8]2[NH:9][C:10]3[C:15]4[C:16](=[N:31][NH:32][C:25](=[O:27])[C:14]=4[CH:13]=[CH:12][CH:11]=3)[CH:17]2[C:18]2[N:19]([CH3:23])[CH:20]=[CH:21][N:22]=2)=[CH:6][CH:7]=1. The yield is 0.650.